Dataset: Retrosynthesis with 50K atom-mapped reactions and 10 reaction types from USPTO. Task: Predict the reactants needed to synthesize the given product. (1) The reactants are: CC(=O)N1CCNCC1.O=Cc1cnc(Nc2n[nH]c3ccc(-c4ncccc4Cl)cc23)s1. Given the product CC(=O)N1CCN(Cc2cnc(Nc3n[nH]c4ccc(-c5ncccc5Cl)cc34)s2)CC1, predict the reactants needed to synthesize it. (2) Given the product CN1CCO[C@H](CN2C(=O)S/C(=C\c3ccc4c(cnn4Cc4ccc(Cl)cc4C(F)(F)F)c3)C2=O)C1, predict the reactants needed to synthesize it. The reactants are: C=O.O=C1S/C(=C\c2ccc3c(cnn3Cc3ccc(Cl)cc3C(F)(F)F)c2)C(=O)N1C[C@@H]1CNCCO1. (3) Given the product CCC(C)(C)Nc1cccnc1N(C)C1CCNCC1, predict the reactants needed to synthesize it. The reactants are: CCC(C)(C)Nc1cccnc1N(C)C1CCN(C(=O)OC(C)(C)C)CC1.